Dataset: Reaction yield outcomes from USPTO patents with 853,638 reactions. Task: Predict the reaction yield, written as a fraction of the theoretical maximum amount of product (1.0 means a 100% yield; for example, 0.34 means a 34% yield). The reactants are [NH2:1][C:2]1[CH:7]=[CH:6][C:5]([CH2:8][C:9]#[N:10])=[CH:4][CH:3]=1.[S-:11][C:12]#[N:13].[K+].BrBr. The catalyst is CC(O)=O. The product is [NH2:13][C:12]1[S:11][C:3]2[CH:4]=[C:5]([CH2:8][C:9]#[N:10])[CH:6]=[CH:7][C:2]=2[N:1]=1. The yield is 0.860.